Predict the reactants needed to synthesize the given product. From a dataset of Full USPTO retrosynthesis dataset with 1.9M reactions from patents (1976-2016). (1) Given the product [Br:21][CH2:5][C:6]([C:8]1[C:17]2[C:12](=[C:13]([F:20])[CH:14]=[C:15]([O:18][CH3:19])[CH:16]=2)[N:11]=[CH:10][CH:9]=1)=[O:7], predict the reactants needed to synthesize it. The reactants are: C([O:5][C:6]([C:8]1[C:17]2[C:12](=[C:13]([F:20])[CH:14]=[C:15]([O:18][CH3:19])[CH:16]=2)[N:11]=[CH:10][CH:9]=1)=[CH2:7])CCC.[Br:21]N1C(=O)CCC1=O. (2) Given the product [Cl:32][C:33]1[CH:38]=[C:37]([O:39][CH3:40])[CH:36]=[CH:35][C:34]=1[C:41]1[N:42]=[C:43]([CH2:56][CH3:57])[C:44]([NH:49][C@H:50]2[C@@H:51]([O:55][CH2:2][CH3:3])[CH2:52][O:53][CH2:54]2)=[N:45][C:46]=1[CH2:47][CH3:48], predict the reactants needed to synthesize it. The reactants are: Cl[C:2]1C=C(Cl)C=C[C:3]=1C1N=C(CC)C(N[C@@H]2C3C(=CC=CC=3)C[C@@H]2OCC)=NC=1CC.[Cl:32][C:33]1[CH:38]=[C:37]([O:39][CH3:40])[CH:36]=[CH:35][C:34]=1[C:41]1[N:42]=[C:43]([CH2:56][CH3:57])[C:44]([NH:49][C@H:50]2[CH2:54][O:53][CH2:52][C@H:51]2[OH:55])=[N:45][C:46]=1[CH2:47][CH3:48]. (3) Given the product [NH2:16][C:17]1[C:18]([C:19](=[O:20])[NH:1][CH2:2][C:3]2[CH:4]=[C:5]([C:6]#[N:7])[CH:8]=[CH:9][C:10]=2[S:11]([CH2:14][CH3:15])(=[O:13])=[O:12])=[CH:22][C:23]([C:40]([F:42])([F:43])[F:41])=[C:24]([CH2:26][N:27]2[CH2:32][CH2:31][N:30]([C:33]([O:35][C:36]([CH3:39])([CH3:37])[CH3:38])=[O:34])[CH2:29][CH2:28]2)[CH:25]=1, predict the reactants needed to synthesize it. The reactants are: [NH2:1][CH2:2][C:3]1[CH:4]=[C:5]([CH:8]=[CH:9][C:10]=1[S:11]([CH2:14][CH3:15])(=[O:13])=[O:12])[C:6]#[N:7].[NH2:16][C:17]1[CH:25]=[C:24]([CH2:26][N:27]2[CH2:32][CH2:31][N:30]([C:33]([O:35][C:36]([CH3:39])([CH3:38])[CH3:37])=[O:34])[CH2:29][CH2:28]2)[C:23]([C:40]([F:43])([F:42])[F:41])=[CH:22][C:18]=1[C:19](O)=[O:20].NC1C=CC(C(F)(F)F)=CC=1C(NCC1C=C(Br)C=CC=1S(CC)(=O)=O)=O.CN(C(ON1N=NC2C=CC=CC1=2)=[N+](C)C)C.F[P-](F)(F)(F)(F)F.